Dataset: Catalyst prediction with 721,799 reactions and 888 catalyst types from USPTO. Task: Predict which catalyst facilitates the given reaction. (1) Reactant: [Cl:1][C:2]1[CH:3]=[C:4]2[C:8](=[CH:9][CH:10]=1)[NH:7][C:6]([C:11]([O:13][CH3:14])=[O:12])=[CH:5]2.[H-].[Na+].[C:17]1([S:23](Cl)(=[O:25])=[O:24])[CH:22]=[CH:21][CH:20]=[CH:19][CH:18]=1. Product: [Cl:1][C:2]1[CH:3]=[C:4]2[C:8](=[CH:9][CH:10]=1)[N:7]([S:23]([C:17]1[CH:22]=[CH:21][CH:20]=[CH:19][CH:18]=1)(=[O:25])=[O:24])[C:6]([C:11]([O:13][CH3:14])=[O:12])=[CH:5]2. The catalyst class is: 9. (2) Reactant: [OH:1][N:2]=[C:3]([NH2:7])[CH:4]([CH3:6])[CH3:5].[H-].[Na+].C(O[C:13]([C:15]1[CH:16]=[C:17]2[C:21](=[CH:22][CH:23]=1)[N:20]([C:24]1[CH:29]=[CH:28][C:27]([O:30][CH:31]3[CH2:36][CH2:35][N:34]([C:37]([O:39][C:40]([CH3:43])([CH3:42])[CH3:41])=[O:38])[CH2:33][CH2:32]3)=[CH:26][N:25]=1)[CH:19]=[CH:18]2)=O)C. Product: [C:40]([O:39][C:37]([N:34]1[CH2:33][CH2:32][CH:31]([O:30][C:27]2[CH:26]=[N:25][C:24]([N:20]3[C:21]4[C:17](=[CH:16][C:15]([C:13]5[O:1][N:2]=[C:3]([CH:4]([CH3:6])[CH3:5])[N:7]=5)=[CH:23][CH:22]=4)[CH:18]=[CH:19]3)=[CH:29][CH:28]=2)[CH2:36][CH2:35]1)=[O:38])([CH3:43])([CH3:42])[CH3:41]. The catalyst class is: 1. (3) Reactant: C([O:3][C:4](=[O:33])[C@H:5]([CH2:31][NH2:32])[CH2:6][C@H:7]([NH:23][C:24]([C:26]1[N:27]=[N:28][NH:29][CH:30]=1)=[O:25])[CH2:8][C:9]1[CH:14]=[CH:13][C:12]([C:15]2[CH:20]=[C:19]([Cl:21])[CH:18]=[CH:17][C:16]=2[F:22])=[CH:11][CH:10]=1)C.[Li+].[OH-].CC(O)=O. Product: [NH2:32][CH2:31][C@H:5]([CH2:6][C@H:7]([NH:23][C:24]([C:26]1[N:27]=[N:28][NH:29][CH:30]=1)=[O:25])[CH2:8][C:9]1[CH:10]=[CH:11][C:12]([C:15]2[CH:20]=[C:19]([Cl:21])[CH:18]=[CH:17][C:16]=2[F:22])=[CH:13][CH:14]=1)[C:4]([OH:33])=[O:3]. The catalyst class is: 36. (4) Reactant: [CH3:1][O:2][C:3]1[CH:4]=[CH:5][C:6]2[NH:12][C:11](=[O:13])[N:10]([CH:14]3[CH2:19][CH2:18][NH:17][CH2:16][CH2:15]3)[CH2:9][CH2:8][C:7]=2[CH:20]=1.Cl[C:22]1[N:27]=[CH:26][N:25]=[C:24]([NH:28][C:29]2[CH:38]=[C:37]([CH3:39])[C:32]3[NH:33][C:34]([CH3:36])=[N:35][C:31]=3[CH:30]=2)[CH:23]=1.CCN(C(C)C)C(C)C. Product: [CH3:36][C:34]1[NH:33][C:32]2[C:37]([CH3:39])=[CH:38][C:29]([NH:28][C:24]3[N:25]=[CH:26][N:27]=[C:22]([N:17]4[CH2:18][CH2:19][CH:14]([N:10]5[CH2:9][CH2:8][C:7]6[CH:20]=[C:3]([O:2][CH3:1])[CH:4]=[CH:5][C:6]=6[NH:12][C:11]5=[O:13])[CH2:15][CH2:16]4)[CH:23]=3)=[CH:30][C:31]=2[N:35]=1. The catalyst class is: 3. (5) Reactant: [I-].[CH2:2]([N+:6]1[C:10]([CH3:11])=[C:9]([CH3:12])[S:8][C:7]=1[CH3:13])[CH2:3][CH2:4][CH3:5].Cl.[C:15](Cl)(=[O:22])[C:16]1[CH:21]=[CH:20][CH:19]=[N:18][CH:17]=1. Product: [CH2:2]([N:6]1[C:10]([CH3:11])=[C:9]([CH3:12])[S:8]/[C:7]/1=[CH:13]\[C:15]([C:16]1[CH:17]=[N:18][CH:19]=[CH:20][CH:21]=1)=[O:22])[CH2:3][CH2:4][CH3:5]. The catalyst class is: 142. (6) Reactant: [Si:1]([O:8][C@@H:9]1[C@@:28]2([CH3:29])[C:13](=[CH:14][CH:15]=[C:16]3[C@@H:27]2[CH2:26][CH2:25][C@@:24]2([CH3:30])[C@H:17]3[CH2:18][CH:19]=[C:20]2[C@@H:21]([OH:23])[CH3:22])[CH2:12][C@@H:11]([O:31][Si:32]([C:35]([CH3:38])([CH3:37])[CH3:36])([CH3:34])[CH3:33])[CH2:10]1)([C:4]([CH3:7])([CH3:6])[CH3:5])([CH3:3])[CH3:2].[H-].[Na+].C1OCCOCCOCCOCCOC1.Br[CH2:57]/[CH:58]=[CH:59]\[C:60]([CH2:71][CH3:72])([O:63][Si:64]([CH2:69][CH3:70])([CH2:67][CH3:68])[CH2:65][CH3:66])[CH2:61][CH3:62]. Product: [Si:1]([O:8][C@@H:9]1[C@@:28]2([CH3:29])[C:13](=[CH:14][CH:15]=[C:16]3[C@@H:27]2[CH2:26][CH2:25][C@@:24]2([CH3:30])[C@H:17]3[CH2:18][CH:19]=[C:20]2[C@@H:21]([O:23][CH2:57]/[CH:58]=[CH:59]\[C:60]([CH2:71][CH3:72])([O:63][Si:64]([CH2:69][CH3:70])([CH2:65][CH3:66])[CH2:67][CH3:68])[CH2:61][CH3:62])[CH3:22])[CH2:12][C@@H:11]([O:31][Si:32]([C:35]([CH3:37])([CH3:36])[CH3:38])([CH3:33])[CH3:34])[CH2:10]1)([C:4]([CH3:7])([CH3:6])[CH3:5])([CH3:3])[CH3:2]. The catalyst class is: 7. (7) Product: [CH3:1][O:2][C:3]([C:4]1[CH:5]=[C:6]2[C:7](=[CH:8][CH:9]=1)[NH:10][CH:16]([C:15]1[CH:18]=[CH:19][CH:20]=[CH:21][C:14]=1[CH2:12][CH3:13])[CH2:22][C:23]2([CH3:25])[CH3:24])=[O:11]. The catalyst class is: 115. Reactant: [CH3:1][O:2][C:3](=[O:11])[C:4]1[CH:9]=[CH:8][C:7]([NH2:10])=[CH:6][CH:5]=1.[CH2:12]([C:14]1[CH:21]=[CH:20][CH:19]=[CH:18][C:15]=1[CH:16]=O)[CH3:13].[CH2:22]=[C:23]([CH3:25])[CH3:24].FC(F)(F)S([O-])(=O)=O.[Yb+3].FC(F)(F)S([O-])(=O)=O.FC(F)(F)S([O-])(=O)=O. (8) The catalyst class is: 21. Product: [OH:32][C:5]1[CH:4]=[C:3]([O:2][CH3:1])[CH:8]=[CH:7][C:6]=1[C:9]([C:11]1[CH:16]=[CH:15][C:14]([O:17][CH2:18][C:19]2[N:20]=[C:21]([C:25]3[CH:26]=[CH:27][CH:28]=[CH:29][CH:30]=3)[O:22][C:23]=2[CH3:24])=[CH:13][C:12]=1[CH3:31])=[O:10]. Reactant: [CH3:1][O:2][C:3]1[CH:8]=[CH:7][C:6]([C:9]([C:11]2[CH:16]=[CH:15][C:14]([O:17][CH2:18][C:19]3[N:20]=[C:21]([C:25]4[CH:30]=[CH:29][CH:28]=[CH:27][CH:26]=4)[O:22][C:23]=3[CH3:24])=[CH:13][C:12]=2[CH3:31])=[O:10])=[C:5]([O:32]COC)[CH:4]=1.Cl. (9) Reactant: Cl.[NH2:2][CH:3]([C:8]1[CH:13]=[CH:12][C:11]([O:14][CH3:15])=[C:10]([O:16][CH:17]2[CH2:21][CH2:20][CH2:19][CH2:18]2)[CH:9]=1)[CH2:4][CH:5]([OH:7])[CH3:6].[C:22]([NH:25][C:26]1[CH:36]=[CH:35][CH:34]=[C:28]2[C:29]([O:31][C:32](=O)[C:27]=12)=[O:30])(=[O:24])[CH3:23].C(N(CC)CC)C.O. Product: [CH:17]1([O:16][C:10]2[CH:9]=[C:8]([CH:3]([N:2]3[C:32](=[O:31])[C:27]4[C:28](=[CH:34][CH:35]=[CH:36][C:26]=4[NH:25][C:22](=[O:24])[CH3:23])[C:29]3=[O:30])[CH2:4][CH:5]([OH:7])[CH3:6])[CH:13]=[CH:12][C:11]=2[O:14][CH3:15])[CH2:21][CH2:20][CH2:19][CH2:18]1. The catalyst class is: 3.